Dataset: Peptide-MHC class II binding affinity with 134,281 pairs from IEDB. Task: Regression. Given a peptide amino acid sequence and an MHC pseudo amino acid sequence, predict their binding affinity value. This is MHC class II binding data. (1) The peptide sequence is KLPKPPKPVSKMRMATPLL. The MHC is HLA-DQA10501-DQB10301 with pseudo-sequence HLA-DQA10501-DQB10301. The binding affinity (normalized) is 0.207. (2) The peptide sequence is SQDLELSWNFNGLQAY. The MHC is DRB1_0401 with pseudo-sequence DRB1_0401. The binding affinity (normalized) is 0.607.